Dataset: Full USPTO retrosynthesis dataset with 1.9M reactions from patents (1976-2016). Task: Predict the reactants needed to synthesize the given product. (1) Given the product [Cl-:25].[C:22]([N+:1]1[C:14]([C:15]2[CH:20]=[CH:19][CH:18]=[CH:17][CH:16]=2)=[C:13]([NH:12][C:8]([CH3:11])([CH3:10])[CH3:9])[N:3]2[CH:4]=[CH:5][CH:6]=[N:7][C:2]=12)(=[O:24])[CH3:23], predict the reactants needed to synthesize it. The reactants are: [NH2:1][C:2]1[N:7]=[CH:6][CH:5]=[CH:4][N:3]=1.[C:8]([N+:12]#[C-:13])([CH3:11])([CH3:10])[CH3:9].[CH:14](=O)[C:15]1[CH:20]=[CH:19][CH:18]=[CH:17][CH:16]=1.[C:22]([Cl:25])(=[O:24])[CH3:23]. (2) The reactants are: C([O:3][C:4](=[O:23])[C:5]([CH3:22])([O:14][C:15]1[CH:20]=[CH:19][CH:18]=[CH:17][C:16]=1[CH3:21])[CH2:6][C:7]1[CH:12]=[CH:11][C:10](O)=[CH:9][CH:8]=1)C.[CH3:24][C:25]1[O:29][C:28]([C:30]2([CH3:36])[CH2:35][CH2:34][CH2:33][CH2:32][CH2:31]2)=[N:27][C:26]=1[CH2:37][CH2:38][O:39]S(C1C=CC(C)=CC=1)(=O)=O. Given the product [CH3:22][C:5]([O:14][C:15]1[CH:20]=[CH:19][CH:18]=[CH:17][C:16]=1[CH3:21])([CH2:6][C:7]1[CH:12]=[CH:11][C:10]([O:39][CH2:38][CH2:37][C:26]2[N:27]=[C:28]([C:30]3([CH3:36])[CH2:31][CH2:32][CH2:33][CH2:34][CH2:35]3)[O:29][C:25]=2[CH3:24])=[CH:9][CH:8]=1)[C:4]([OH:23])=[O:3], predict the reactants needed to synthesize it. (3) Given the product [C:42]([C:37]1[C:36]2[C:40](=[CH:41][C:33]([O:32][CH:10]([C:7]3[CH:6]=[CH:5][C:4]([C:3]([OH:45])=[O:2])=[CH:9][CH:8]=3)[CH2:11][C:12]([N:14]3[CH2:18][C@H:17]([F:19])[CH2:16][C@H:15]3[C:20](=[O:31])[NH:21][CH2:22][C:23]3[CH:28]=[CH:27][CH:26]=[C:25]([Cl:29])[C:24]=3[F:30])=[O:13])=[CH:34][CH:35]=2)[NH:39][CH:38]=1)(=[O:44])[CH3:43], predict the reactants needed to synthesize it. The reactants are: C[O:2][C:3](=[O:45])[C:4]1[CH:9]=[CH:8][C:7]([CH:10]([O:32][C:33]2[CH:41]=[C:40]3[C:36]([C:37]([C:42](=[O:44])[CH3:43])=[CH:38][NH:39]3)=[CH:35][CH:34]=2)[CH2:11][C:12]([N:14]2[CH2:18][C@H:17]([F:19])[CH2:16][C@H:15]2[C:20](=[O:31])[NH:21][CH2:22][C:23]2[CH:28]=[CH:27][CH:26]=[C:25]([Cl:29])[C:24]=2[F:30])=[O:13])=[CH:6][CH:5]=1.[OH-].[Na+]. (4) The reactants are: [CH3:1][C:2](=[CH:8][C:9]1[CH:14]=[CH:13][C:12]([CH3:15])=[CH:11][CH:10]=1)[C:3](OCC)=[O:4]. Given the product [CH3:1][C:2](=[CH:8][C:9]1[CH:10]=[CH:11][C:12]([CH3:15])=[CH:13][CH:14]=1)[CH2:3][OH:4], predict the reactants needed to synthesize it.